Regression/Classification. Given a drug SMILES string, predict its absorption, distribution, metabolism, or excretion properties. Task type varies by dataset: regression for continuous measurements (e.g., permeability, clearance, half-life) or binary classification for categorical outcomes (e.g., BBB penetration, CYP inhibition). Dataset: cyp1a2_veith. From a dataset of CYP1A2 inhibition data for predicting drug metabolism from PubChem BioAssay. (1) The molecule is Cc1nc2cnc(Nc3ccccc3)nc2n(Cc2cccs2)c1=O. The result is 1 (inhibitor). (2) The compound is COc1ccc(Oc2ncc3nc(C)c(=O)n(C4CC4)c3n2)cc1. The result is 1 (inhibitor). (3) The compound is Cc1cccc(CSc2cccc3cccnc23)c1. The result is 1 (inhibitor). (4) The drug is Cn1c(=O)c(CCc2ccccc2)nc2cnc(N3CCOCC3)nc21. The result is 1 (inhibitor). (5) The drug is CC(C)(C)NC(=O)C(=O)NNC(=O)c1ccccc1. The result is 0 (non-inhibitor). (6) The drug is Cc1ccc(-c2cc(N)n(-c3ccc(C)cc3)n2)cc1. The result is 1 (inhibitor).